From a dataset of Peptide-MHC class II binding affinity with 134,281 pairs from IEDB. Regression. Given a peptide amino acid sequence and an MHC pseudo amino acid sequence, predict their binding affinity value. This is MHC class II binding data. (1) The peptide sequence is DFREFSRAKGLNQEI. The MHC is DRB1_0301 with pseudo-sequence DRB1_0301. The binding affinity (normalized) is 0.152. (2) The peptide sequence is TIAATSFAAAGLAAL. The MHC is DRB1_0405 with pseudo-sequence DRB1_0405. The binding affinity (normalized) is 0.259. (3) The peptide sequence is VCGMFTNRSGSQQ. The MHC is DRB1_0701 with pseudo-sequence DRB1_0701. The binding affinity (normalized) is 0.391. (4) The peptide sequence is GELQIVDKIDSAFKI. The MHC is DRB1_1201 with pseudo-sequence DRB1_1201. The binding affinity (normalized) is 0.630. (5) The peptide sequence is ITYGETGGNSPVQEF. The MHC is HLA-DQA10301-DQB10302 with pseudo-sequence HLA-DQA10301-DQB10302. The binding affinity (normalized) is 0.496. (6) The peptide sequence is EITGIMKDFDEPGHL. The MHC is HLA-DQA10101-DQB10501 with pseudo-sequence HLA-DQA10101-DQB10501. The binding affinity (normalized) is 0.395. (7) The peptide sequence is KTLILLETFVRVNPE. The MHC is DRB4_0101 with pseudo-sequence DRB4_0103. The binding affinity (normalized) is 0.552. (8) The peptide sequence is HGRQIRMAKLLGRDP. The MHC is DRB5_0101 with pseudo-sequence DRB5_0101. The binding affinity (normalized) is 0.643.